This data is from Peptide-MHC class I binding affinity with 185,985 pairs from IEDB/IMGT. The task is: Regression. Given a peptide amino acid sequence and an MHC pseudo amino acid sequence, predict their binding affinity value. This is MHC class I binding data. (1) The peptide sequence is IQQLQNLAI. The MHC is Mamu-A2601 with pseudo-sequence Mamu-A2601. The binding affinity (normalized) is 0.215. (2) The peptide sequence is KYQSPVNIF. The MHC is HLA-B07:02 with pseudo-sequence HLA-B07:02. The binding affinity (normalized) is 0.0847. (3) The peptide sequence is AEWVLAYML. The MHC is Patr-B2401 with pseudo-sequence Patr-B2401. The binding affinity (normalized) is 0.406. (4) The peptide sequence is SMKGENVFI. The MHC is HLA-A31:01 with pseudo-sequence HLA-A31:01. The binding affinity (normalized) is 0.153. (5) The peptide sequence is AVLLHEESM. The MHC is HLA-B44:02 with pseudo-sequence HLA-B44:02. The binding affinity (normalized) is 0. (6) The peptide sequence is VTIPQIGGM. The MHC is HLA-A02:19 with pseudo-sequence HLA-A02:19. The binding affinity (normalized) is 0.0847.